From a dataset of Catalyst prediction with 721,799 reactions and 888 catalyst types from USPTO. Predict which catalyst facilitates the given reaction. Reactant: [OH:1][C:2]1[C:3]([CH3:18])=[C:4]2[C:9](=[C:10]([CH3:13])[C:11]=1[CH3:12])[O:8][C:7]([CH3:17])([C:14]([OH:16])=O)[CH2:6][CH2:5]2.C1N=CN(C(N2C=NC=C2)=O)C=1.C[NH:32][CH2:33][CH2:34][C:35]1[CH:40]=[CH:39][CH:38]=[CH:37][N:36]=1. Product: [OH:1][C:2]1[C:3]([CH3:18])=[C:4]2[C:9](=[C:10]([CH3:13])[C:11]=1[CH3:12])[O:8][C:7]([CH3:17])([C:14]([NH:32][CH2:33][CH2:34][C:35]1[CH:40]=[CH:39][CH:38]=[CH:37][N:36]=1)=[O:16])[CH2:6][CH2:5]2. The catalyst class is: 1.